This data is from Forward reaction prediction with 1.9M reactions from USPTO patents (1976-2016). The task is: Predict the product of the given reaction. (1) Given the reactants [CH:1]1([NH2:8])[CH2:7][CH2:6][CH2:5][CH2:4][CH2:3][CH2:2]1.[F:9][C:10]1[C:15]([F:16])=[C:14]([C:17](O)=[O:18])[C:13]([F:20])=[C:12]([F:21])[C:11]=1[CH3:22], predict the reaction product. The product is: [CH:1]1([NH:8][C:17](=[O:18])[C:14]2[C:13]([F:20])=[C:12]([F:21])[C:11]([CH3:22])=[C:10]([F:9])[C:15]=2[F:16])[CH2:7][CH2:6][CH2:5][CH2:4][CH2:3][CH2:2]1. (2) Given the reactants [Cl:1][C:2]1[CH:27]=[C:26]([Cl:28])[CH:25]=[CH:24][C:3]=1[CH2:4][NH:5][C:6]1[N:11]2[N:12]=[CH:13][CH:14]=[C:10]2[N:9]=[C:8]([C:15]2[CH:23]=[CH:22][C:18]([C:19]([OH:21])=O)=[CH:17][CH:16]=2)[CH:7]=1.[CH3:29][N:30]1[CH2:35][CH2:34][NH:33][CH2:32][CH2:31]1.C(OP(C#N)(=O)OCC)C.C(N(CC)CC)C, predict the reaction product. The product is: [Cl:1][C:2]1[CH:27]=[C:26]([Cl:28])[CH:25]=[CH:24][C:3]=1[CH2:4][NH:5][C:6]1[N:11]2[N:12]=[CH:13][CH:14]=[C:10]2[N:9]=[C:8]([C:15]2[CH:23]=[CH:22][C:18]([C:19]([N:33]3[CH2:34][CH2:35][N:30]([CH3:29])[CH2:31][CH2:32]3)=[O:21])=[CH:17][CH:16]=2)[CH:7]=1.